This data is from Full USPTO retrosynthesis dataset with 1.9M reactions from patents (1976-2016). The task is: Predict the reactants needed to synthesize the given product. Given the product [OH:2][C:3]1[CH:4]=[C:5]2[C:10](=[CH:11][CH:12]=1)[N:9]=[CH:8][CH:7]=[C:6]2[S:13][C:14]1([C:18]([O:20][CH2:21][CH3:22])=[O:19])[CH2:15][CH2:16][CH2:17]1, predict the reactants needed to synthesize it. The reactants are: C[O:2][C:3]1[CH:4]=[C:5]2[C:10](=[CH:11][CH:12]=1)[N:9]=[CH:8][CH:7]=[C:6]2[S:13][C:14]1([C:18]([O:20][CH2:21][CH3:22])=[O:19])[CH2:17][CH2:16][CH2:15]1.B(Br)(Br)Br.O.C(=O)(O)[O-].[Na+].